This data is from Catalyst prediction with 721,799 reactions and 888 catalyst types from USPTO. The task is: Predict which catalyst facilitates the given reaction. (1) Reactant: [Br:1][C:2]1[CH:6]=[N:5][N:4]([CH3:7])[C:3]=1[C:8]1[CH:9]=[C:10]([NH2:23])[CH:11]=[CH:12][C:13]=1[O:14][CH2:15][CH2:16][C:17]1[CH:22]=[CH:21][CH:20]=[CH:19][CH:18]=1.[Cl:24][C:25]1[CH:30]=[CH:29][C:28]([N:31]=[C:32]=[O:33])=[CH:27][CH:26]=1. Product: [Br:1][C:2]1[CH:6]=[N:5][N:4]([CH3:7])[C:3]=1[C:8]1[CH:9]=[C:10]([NH:23][C:32]([NH:31][C:28]2[CH:29]=[CH:30][C:25]([Cl:24])=[CH:26][CH:27]=2)=[O:33])[CH:11]=[CH:12][C:13]=1[O:14][CH2:15][CH2:16][C:17]1[CH:18]=[CH:19][CH:20]=[CH:21][CH:22]=1. The catalyst class is: 2. (2) Reactant: [NH:1]1[C:9]2[C:4](=[CH:5][CH:6]=[CH:7][CH:8]=2)[C:3]([CH:10]([CH3:19])[CH:11]([N+:16]([O-])=O)[C:12]([O:14][CH3:15])=[O:13])=[CH:2]1.FC(F)(F)C(O)=O.C(OCC)(=O)C. Product: [NH2:16][CH:11]([CH:10]([C:3]1[C:4]2[C:9](=[CH:8][CH:7]=[CH:6][CH:5]=2)[NH:1][CH:2]=1)[CH3:19])[C:12]([O:14][CH3:15])=[O:13]. The catalyst class is: 178.